Dataset: Full USPTO retrosynthesis dataset with 1.9M reactions from patents (1976-2016). Task: Predict the reactants needed to synthesize the given product. (1) The reactants are: Br[C:2]1[CH:10]=[C:9]2[C:5]([CH2:6][C:7]3([CH2:19][C:18]4[C:13](=[CH:14][CH:15]=[CH:16][CH:17]=4)[CH2:12]3)[C:8]2=[O:11])=[CH:4][CH:3]=1.[C:20]([C:22]1[CH:23]=[C:24](B(O)O)[CH:25]=[CH:26][CH:27]=1)#[N:21]. Given the product [O:11]=[C:8]1[C:9]2[C:5](=[CH:4][CH:3]=[C:2]([C:26]3[CH:27]=[C:22]([CH:23]=[CH:24][CH:25]=3)[C:20]#[N:21])[CH:10]=2)[CH2:6][C:7]21[CH2:12][C:13]1[C:18](=[CH:17][CH:16]=[CH:15][CH:14]=1)[CH2:19]2, predict the reactants needed to synthesize it. (2) Given the product [NH2:24][C:2]1[CH:8]2[CH2:9][CH:5]([CH2:6][CH2:7]2)[C:4](=[O:10])[C:3]=1[C:11]([C:13]1[C:14]([CH3:23])=[N:15][C:16]([C:19]([F:22])([F:21])[F:20])=[CH:17][CH:18]=1)=[O:12], predict the reactants needed to synthesize it. The reactants are: Cl[C:2]1[CH:8]2[CH2:9][CH:5]([CH2:6][CH2:7]2)[C:4](=[O:10])[C:3]=1[C:11]([C:13]1[C:14]([CH3:23])=[N:15][C:16]([C:19]([F:22])([F:21])[F:20])=[CH:17][CH:18]=1)=[O:12].[NH3:24].C(OCC)(=O)C.O. (3) Given the product [CH3:27][C:22]1([CH3:28])[C:23]([CH3:26])([CH3:25])[O:24][B:20]([C:15]2[CH:16]=[CH:17][C:12]([C:8]3([NH:7][C:6](=[O:19])[O:5][C:1]([CH3:4])([CH3:3])[CH3:2])[CH2:11][CH2:10][CH2:9]3)=[CH:13][CH:14]=2)[O:21]1, predict the reactants needed to synthesize it. The reactants are: [C:1]([O:5][C:6](=[O:19])[NH:7][C:8]1([C:12]2[CH:17]=[CH:16][C:15](Br)=[CH:14][CH:13]=2)[CH2:11][CH2:10][CH2:9]1)([CH3:4])([CH3:3])[CH3:2].[B:20]1([B:20]2[O:24][C:23]([CH3:26])([CH3:25])[C:22]([CH3:28])([CH3:27])[O:21]2)[O:24][C:23]([CH3:26])([CH3:25])[C:22]([CH3:28])([CH3:27])[O:21]1.C([O-])(=O)C.[K+].C1COCC1. (4) Given the product [Br:13][N:7]1[C:8]2[C:4](=[CH:3][C:2]([F:1])=[CH:10][CH:9]=2)[C:5]([CH3:12])([CH3:11])[CH2:6]1, predict the reactants needed to synthesize it. The reactants are: [F:1][C:2]1[CH:3]=[C:4]2[C:8](=[CH:9][CH:10]=1)[NH:7][CH2:6][C:5]2([CH3:12])[CH3:11].[Br:13]Br. (5) Given the product [CH2:2]([C:3]1[N:4]([C:48]2[CH:47]=[CH:46][CH:45]=[CH:44][C:43]=2[C:42]2[CH:34]=[CH:37][CH:38]=[C:39]([OH:40])[CH:41]=2)[N:5]=[C:24]([C:25]2[CH:26]=[CH:27][CH:28]=[CH:29][CH:30]=2)[C:23]=1[C:21]1[CH:18]=[CH:17][CH:16]=[CH:19][CH:20]=1)[CH3:6].[Pd:67], predict the reactants needed to synthesize it. The reactants are: Br[C:2]1[C:3](C2C=CC=CC=2)=[N:4][NH:5][CH:6]=1.C1C=C[C:16](/[CH:19]=[CH:20]/[C:21](/[CH:23]=[CH:24]/[C:25]2[CH:30]=[CH:29][CH:28]=[CH:27][CH:26]=2)=O)=[CH:17][CH:18]=1.C1C=C[C:34](/[CH:37]=[CH:38]/[C:39](/[CH:41]=[CH:42]/[C:43]2[CH:48]=[CH:47][CH:46]=[CH:45][CH:44]=2)=[O:40])=CC=1.C1C=CC(/C=C/C(/C=C/C2C=CC=CC=2)=O)=CC=1.[Pd:67].[Pd].Cl.[Pd]. (6) The reactants are: [Cl:1][C:2]1[CH:3]=[C:4]([CH:23]=[CH:24][C:25]=1[Cl:26])[CH2:5][N:6]1[C:18](=[O:19])[C:17]2[C:8](=[C:9]([OH:21])[C:10]3[N:11]=[CH:12][CH:13]=[N:14][C:15]=3[C:16]=2[OH:20])[C:7]1=[O:22].[C:27](O)(=[O:45])[CH2:28][CH2:29][CH2:30][CH2:31][CH2:32][CH2:33][CH2:34][CH2:35][CH2:36][CH2:37][CH2:38][CH2:39][CH2:40][CH2:41][CH2:42][CH2:43][CH3:44].CN(C(ON1N=NC2C=CC=CC1=2)=[N+](C)C)C.[B-](F)(F)(F)F.C(N(CC)CC)C. Given the product [Cl:1][C:2]1[CH:3]=[C:4]([CH:23]=[CH:24][C:25]=1[Cl:26])[CH2:5][N:6]1[C:7](=[O:22])[C:8]2[C:17](=[C:16]([OH:20])[C:15]3[N:14]=[CH:13][CH:12]=[N:11][C:10]=3[C:9]=2[O:21][C:27](=[O:45])[CH2:28][CH2:29][CH2:30][CH2:31][CH2:32][CH2:33][CH2:34][CH2:35][CH2:36][CH2:37][CH2:38][CH2:39][CH2:40][CH2:41][CH2:42][CH2:43][CH3:44])[C:18]1=[O:19], predict the reactants needed to synthesize it.